Dataset: Full USPTO retrosynthesis dataset with 1.9M reactions from patents (1976-2016). Task: Predict the reactants needed to synthesize the given product. (1) Given the product [O:15]([C:11]1[N:10]=[C:9]([NH2:8])[CH:14]=[CH:13][CH:12]=1)[C:16]1[CH:17]=[CH:18][CH:19]=[CH:20][CH:21]=1, predict the reactants needed to synthesize it. The reactants are: COC1C=CC(C[NH:8][C:9]2[CH:14]=[CH:13][CH:12]=[C:11]([O:15][C:16]3[CH:21]=[CH:20][CH:19]=[CH:18][CH:17]=3)[N:10]=2)=CC=1. (2) Given the product [CH3:1][CH2:2][C:3]([N:5]([C:12]1([CH2:28][O:29][CH3:30])[CH2:13][CH2:14][N:15]([CH2:18][CH2:19][N:20]2[N:25]=[N:24][N:23]([CH2:26][CH3:27])[C:21]2=[O:22])[CH2:16][CH2:17]1)[C:6]1[CH:11]=[CH:10][CH:9]=[CH:8][CH:7]=1)=[O:4], predict the reactants needed to synthesize it. The reactants are: [CH3:1][CH2:2][C:3]([N:5]([C:12]1([CH2:28][O:29][CH3:30])[CH2:17][CH2:16][N:15]([CH2:18][CH2:19][N:20]2[N:25]=[N:24][N:23]([CH2:26][CH3:27])[C:21]2=[O:22])[CH2:14][CH2:13]1)[C:6]1[CH:7]=[CH:8][CH:9]=[CH:10][CH:11]=1)=[O:4].Cl. (3) Given the product [F:10][C:11]1[CH:16]=[CH:15][CH:14]=[CH:13][C:12]=1[N:17]1[C:25]2[C:20](=[C:21]([N:26]3[CH2:33][C@@H:32]4[C@H:28]([CH2:29][N:30]([C:40]([C:38]5[N:37]=[CH:36][O:35][CH:39]=5)=[O:41])[CH2:31]4)[C:27]3=[O:34])[CH:22]=[CH:23][CH:24]=2)[CH:19]=[N:18]1, predict the reactants needed to synthesize it. The reactants are: C(N(C(C)C)C(C)C)C.[F:10][C:11]1[CH:16]=[CH:15][CH:14]=[CH:13][C:12]=1[N:17]1[C:25]2[C:20](=[C:21]([N:26]3[CH2:33][CH:32]4[CH:28]([CH2:29][NH:30][CH2:31]4)[C:27]3=[O:34])[CH:22]=[CH:23][CH:24]=2)[CH:19]=[N:18]1.[O:35]1[CH:39]=[C:38]([C:40](O)=[O:41])[N:37]=[CH:36]1.F[P-](F)(F)(F)(F)F.CN(C(N1C2C(=NC=CC=2)[N+]([O-])=N1)=[N+](C)C)C. (4) Given the product [F:60][C:61]1[CH:69]=[C:68]2[C:64]([C:65]([C:79]3[CH:80]=[N:81][N:82]([CH2:85][CH:86]4[CH2:91][CH2:90][N:89]([C:92]([O:94][C:95]([CH3:98])([CH3:97])[CH3:96])=[O:93])[CH2:88][CH2:87]4)[C:83]=3[CH3:84])=[CH:66][NH:67]2)=[CH:63][CH:62]=1, predict the reactants needed to synthesize it. The reactants are: FC1C=C2C(C(I)=CN2S(C2C=CC=CC=2)(=O)=O)=CC=1.FC1C=C2C(C(C3C(C)=NN(CC4CCN(C(OC(C)(C)C)=O)CC4)C=3)=CN2S(C2C=CC=CC=2)(=O)=O)=CC=1.[F:60][C:61]1[CH:69]=[C:68]2[C:64]([C:65]([C:79]3[CH:80]=[N:81][N:82]([CH2:85][CH:86]4[CH2:91][CH2:90][N:89]([C:92]([O:94][C:95]([CH3:98])([CH3:97])[CH3:96])=[O:93])[CH2:88][CH2:87]4)[C:83]=3[CH3:84])=[CH:66][N:67]2S(C2C=CC=CC=2)(=O)=O)=[CH:63][CH:62]=1.FC1C=C2C(C(C3C(C)=NN(CC4CCN(C(OC(C)(C)C)=O)CC4)C=3)=CN2)=CC=1. (5) Given the product [C:1]1([C:20]2[CH:25]=[CH:24][CH:23]=[CH:22][CH:21]=2)[CH:6]=[CH:5][C:4]([CH2:7][NH:8][C:9]2[N:17]=[C:16]([NH:26][C@H:27]([CH2:30][CH3:31])[CH2:28][OH:29])[N:15]=[C:14]3[C:10]=2[N:11]=[CH:12][N:13]3[CH3:19])=[CH:3][CH:2]=1, predict the reactants needed to synthesize it. The reactants are: [C:1]1([C:20]2[CH:25]=[CH:24][CH:23]=[CH:22][CH:21]=2)[CH:6]=[CH:5][C:4]([CH2:7][NH:8][C:9]2[N:17]=[C:16](Cl)[N:15]=[C:14]3[C:10]=2[N:11]=[CH:12][N:13]3[CH3:19])=[CH:3][CH:2]=1.[NH2:26][C@H:27]([CH2:30][CH3:31])[CH2:28][OH:29].CCOCC.